From a dataset of NCI-60 drug combinations with 297,098 pairs across 59 cell lines. Regression. Given two drug SMILES strings and cell line genomic features, predict the synergy score measuring deviation from expected non-interaction effect. (1) Drug 1: CC1=C(C=C(C=C1)C(=O)NC2=CC(=CC(=C2)C(F)(F)F)N3C=C(N=C3)C)NC4=NC=CC(=N4)C5=CN=CC=C5. Drug 2: CC1=C(N=C(N=C1N)C(CC(=O)N)NCC(C(=O)N)N)C(=O)NC(C(C2=CN=CN2)OC3C(C(C(C(O3)CO)O)O)OC4C(C(C(C(O4)CO)O)OC(=O)N)O)C(=O)NC(C)C(C(C)C(=O)NC(C(C)O)C(=O)NCCC5=NC(=CS5)C6=NC(=CS6)C(=O)NCCC[S+](C)C)O. Cell line: SK-MEL-5. Synergy scores: CSS=23.2, Synergy_ZIP=7.83, Synergy_Bliss=10.7, Synergy_Loewe=4.94, Synergy_HSA=7.30. (2) Drug 1: C1=NC2=C(N1)C(=S)N=C(N2)N. Drug 2: C1C(C(OC1N2C=C(C(=O)NC2=O)F)CO)O. Cell line: SK-MEL-2. Synergy scores: CSS=36.2, Synergy_ZIP=0.989, Synergy_Bliss=1.26, Synergy_Loewe=-3.97, Synergy_HSA=1.30. (3) Drug 1: C1=NC2=C(N1)C(=S)N=C(N2)N. Drug 2: CCN(CC)CCNC(=O)C1=C(NC(=C1C)C=C2C3=C(C=CC(=C3)F)NC2=O)C. Cell line: OVCAR-5. Synergy scores: CSS=27.0, Synergy_ZIP=-2.73, Synergy_Bliss=-6.53, Synergy_Loewe=-13.7, Synergy_HSA=-9.03. (4) Drug 1: CN1C(=O)N2C=NC(=C2N=N1)C(=O)N. Drug 2: CC1=C2C(C(=O)C3(C(CC4C(C3C(C(C2(C)C)(CC1OC(=O)C(C(C5=CC=CC=C5)NC(=O)OC(C)(C)C)O)O)OC(=O)C6=CC=CC=C6)(CO4)OC(=O)C)O)C)O. Cell line: K-562. Synergy scores: CSS=-2.99, Synergy_ZIP=3.03, Synergy_Bliss=6.32, Synergy_Loewe=-3.72, Synergy_HSA=-1.41. (5) Drug 1: C1=CC(=CC=C1CCCC(=O)O)N(CCCl)CCCl. Drug 2: CC1C(C(=O)NC(C(=O)N2CCCC2C(=O)N(CC(=O)N(C(C(=O)O1)C(C)C)C)C)C(C)C)NC(=O)C3=C4C(=C(C=C3)C)OC5=C(C(=O)C(=C(C5=N4)C(=O)NC6C(OC(=O)C(N(C(=O)CN(C(=O)C7CCCN7C(=O)C(NC6=O)C(C)C)C)C)C(C)C)C)N)C. Cell line: TK-10. Synergy scores: CSS=10.5, Synergy_ZIP=-4.14, Synergy_Bliss=-3.05, Synergy_Loewe=-4.65, Synergy_HSA=-4.65. (6) Drug 1: C1=NC2=C(N1)C(=S)N=C(N2)N. Drug 2: C(CN)CNCCSP(=O)(O)O. Cell line: A549. Synergy scores: CSS=26.2, Synergy_ZIP=2.15, Synergy_Bliss=4.34, Synergy_Loewe=-30.8, Synergy_HSA=3.18. (7) Synergy scores: CSS=19.3, Synergy_ZIP=-4.18, Synergy_Bliss=-2.80, Synergy_Loewe=-19.0, Synergy_HSA=-3.82. Drug 1: C1CN1P(=S)(N2CC2)N3CC3. Cell line: CAKI-1. Drug 2: CNC(=O)C1=NC=CC(=C1)OC2=CC=C(C=C2)NC(=O)NC3=CC(=C(C=C3)Cl)C(F)(F)F. (8) Drug 1: CS(=O)(=O)C1=CC(=C(C=C1)C(=O)NC2=CC(=C(C=C2)Cl)C3=CC=CC=N3)Cl. Drug 2: CC(C)(C#N)C1=CC(=CC(=C1)CN2C=NC=N2)C(C)(C)C#N. Cell line: MALME-3M. Synergy scores: CSS=3.05, Synergy_ZIP=0.132, Synergy_Bliss=2.41, Synergy_Loewe=0.0169, Synergy_HSA=-0.0892. (9) Drug 1: C1=NC2=C(N=C(N=C2N1C3C(C(C(O3)CO)O)O)F)N. Drug 2: CCCCC(=O)OCC(=O)C1(CC(C2=C(C1)C(=C3C(=C2O)C(=O)C4=C(C3=O)C=CC=C4OC)O)OC5CC(C(C(O5)C)O)NC(=O)C(F)(F)F)O. Cell line: NCIH23. Synergy scores: CSS=47.7, Synergy_ZIP=0.776, Synergy_Bliss=-1.80, Synergy_Loewe=-10.2, Synergy_HSA=-0.487.